From a dataset of Full USPTO retrosynthesis dataset with 1.9M reactions from patents (1976-2016). Predict the reactants needed to synthesize the given product. Given the product [CH:34]1[CH:33]=[CH:32][C:31]2[NH:30][CH:29]=[C:28]([CH2:27][C@@H:26]3[NH:25][C:23](=[O:24])[C@H:18]([CH2:19][C:20]([OH:21])=[O:22])[NH:17][C:15](=[O:16])[CH2:14][NH:13][C:11](=[O:12])[C@H:2]([CH2:3][CH2:4][CH2:5][CH2:6][NH:7][C:8]([NH2:9])=[NH:10])[NH:1][C:47](=[O:53])[CH2:44][CH2:45][S:46][S:46][CH2:45][C@@H:44]([C:47]([NH2:49])=[O:48])[NH:43][C:41](=[O:42])[C@H:40]4[N:39]([CH2:52][CH2:51][CH2:50]4)[C:37]3=[O:38])[C:36]=2[CH:35]=1, predict the reactants needed to synthesize it. The reactants are: [NH2:1][C@H:2]([C:11]([NH:13][CH2:14][C:15]([NH:17][C@H:18]([C:23]([NH:25][C@H:26]([C:37]([N:39]1[CH2:52][CH2:51][CH2:50][C@H:40]1[C:41]([NH:43][C@H:44]([C:47]([NH2:49])=[O:48])[CH2:45][SH:46])=[O:42])=[O:38])[CH2:27][C:28]1[C:36]2[C:31](=[CH:32][CH:33]=[CH:34][CH:35]=2)[NH:30][CH:29]=1)=[O:24])[CH2:19][C:20](=[O:22])[OH:21])=[O:16])=[O:12])[CH2:3][CH2:4][CH2:5][CH2:6][NH:7][C:8](=[NH:10])[NH2:9].[OH2:53].[OH-].[NH4+].O=O.